Dataset: Forward reaction prediction with 1.9M reactions from USPTO patents (1976-2016). Task: Predict the product of the given reaction. (1) Given the reactants C1(C2C=C(N)ON=2)CC1.[CH:10]([C:13]1[CH:17]=[C:16]([NH:18][C:19](=[O:27])[O:20][C:21]2[CH:26]=[CH:25][CH:24]=[CH:23][CH:22]=2)[O:15][N:14]=1)([CH3:12])[CH3:11], predict the reaction product. The product is: [CH:10]1([C:13]2[CH:17]=[C:16]([NH:18][C:19](=[O:27])[O:20][C:21]3[CH:22]=[CH:23][CH:24]=[CH:25][CH:26]=3)[O:15][N:14]=2)[CH2:12][CH2:11]1. (2) Given the reactants N(C(OCC)=O)=NC([O:5][CH2:6][CH3:7])=O.Br[C:14]1[C:19]([OH:20])=[CH:18][CH:17]=[CH:16][N:15]=1.C(O)C=C.C1C=CC(P(C2C=CC=CC=2)C2C=CC=CC=2)=CC=1, predict the reaction product. The product is: [O:20]1[C:19]2[C:14](=[N:15][CH:16]=[CH:17][CH:18]=2)[C:6](=[O:5])[CH2:7]1. (3) Given the reactants Br[C:2]1[CH:3]=[C:4]([C:9]2[N:14]=[C:13]([C:15]3[CH:20]=[CH:19][CH:18]=[CH:17][CH:16]=3)[N:12]=[C:11]([C:21]3[CH:26]=[CH:25][CH:24]=[CH:23][CH:22]=3)[N:10]=2)[CH:5]=[C:6]([Cl:8])[CH:7]=1.[CH3:27][C:28]1[CH:29]=[C:30](B(O)O)[CH:31]=[C:32]([CH3:34])[CH:33]=1.[OH-].[Na+], predict the reaction product. The product is: [Cl:8][C:6]1[CH:5]=[C:4]([C:9]2[N:14]=[C:13]([C:15]3[CH:20]=[CH:19][CH:18]=[CH:17][CH:16]=3)[N:12]=[C:11]([C:21]3[CH:26]=[CH:25][CH:24]=[CH:23][CH:22]=3)[N:10]=2)[CH:3]=[C:2]([C:30]2[CH:31]=[C:32]([CH3:34])[CH:33]=[C:28]([CH3:27])[CH:29]=2)[CH:7]=1.